Dataset: Forward reaction prediction with 1.9M reactions from USPTO patents (1976-2016). Task: Predict the product of the given reaction. (1) Given the reactants [Cl-].[Li+:2].[C:3](=[O:8])(OC)OC.Cl[S:10]([OH:13])(=[O:12])=[O:11].[C:14]([CH:16](O)C)#[N:15], predict the reaction product. The product is: [S:10]([O-:13])([O:8][CH2:3][CH2:16][C:14]#[N:15])(=[O:12])=[O:11].[Li+:2]. (2) The product is: [CH3:27][O:26][C:24]1[CH:23]=[C:22]2[C:4](=[C:3]([O:2][CH3:1])[CH:25]=1)[O:5][CH2:6][C@H:7]1[C@@:8]2([CH3:21])[CH2:9][CH2:10][C@@H:11]2[C@:16]1([CH3:17])[CH2:15][CH2:14][CH2:13][C:12]2([CH3:19])[CH3:18]. Given the reactants [CH3:1][O:2][C:3]1[CH:25]=[C:24]([O:26][CH3:27])[CH:23]=[CH:22][C:4]=1[O:5][CH2:6][C@@H:7]1[C@:16]2([CH3:17])[C@H:11]([C:12]([CH3:19])([CH3:18])[CH2:13][CH2:14][CH2:15]2)[CH2:10][CH2:9][C@@:8]1([CH3:21])O.Cl[Sn](Cl)(Cl)Cl, predict the reaction product. (3) Given the reactants [CH2:1]([O:3][N:4]=[C:5]([C:8]1[C:13]([Cl:14])=[CH:12][C:11]([C:15]([F:18])([F:17])[F:16])=[CH:10][N:9]=1)[CH2:6][NH2:7])[CH3:2].C(N(CC)CC)C.[F:26][C:27]([F:38])([F:37])[C:28]1[CH:36]=[CH:35][CH:34]=[CH:33][C:29]=1[C:30](Cl)=[O:31].O, predict the reaction product. The product is: [Cl:14][C:13]1[C:8]([C:5](=[N:4][O:3][CH2:1][CH3:2])[CH2:6][NH:7][C:30](=[O:31])[C:29]2[CH:33]=[CH:34][CH:35]=[CH:36][C:28]=2[C:27]([F:26])([F:37])[F:38])=[N:9][CH:10]=[C:11]([C:15]([F:18])([F:17])[F:16])[CH:12]=1. (4) Given the reactants [C:1]([O:5][CH3:6])(=[O:4])[CH:2]=[CH2:3].[F:7][C:8]([F:19])([F:18])[C:9]([C:14]([F:17])([F:16])[F:15])([OH:13])[CH2:10]C=C, predict the reaction product. The product is: [F:7][C:8]([F:18])([F:19])[C:9]([OH:13])([C:14]([F:16])([F:15])[F:17])[CH2:10]/[CH:3]=[CH:2]/[C:1]([O:5][CH3:6])=[O:4]. (5) Given the reactants [CH2:1]([O:8][C:9]1[CH:16]=[CH:15][C:12]([CH:13]=O)=[CH:11][CH:10]=1)[C:2]1[CH:7]=[CH:6][CH:5]=[CH:4][CH:3]=1.[CH3:17][NH:18][C:19](=[O:24])[CH2:20][C:21]([CH3:23])=[O:22], predict the reaction product. The product is: [CH3:17][NH:18][C:19](=[O:24])[C:20](=[CH:13][C:12]1[CH:15]=[CH:16][C:9]([O:8][CH2:1][C:2]2[CH:7]=[CH:6][CH:5]=[CH:4][CH:3]=2)=[CH:10][CH:11]=1)[C:21](=[O:22])[CH3:23].